The task is: Predict the reactants needed to synthesize the given product.. This data is from Retrosynthesis with 50K atom-mapped reactions and 10 reaction types from USPTO. (1) Given the product COC(=O)c1cc2nccc(Oc3cccc(NC(=O)c4occc4C)c3)c2s1, predict the reactants needed to synthesize it. The reactants are: COC(=O)c1cc2nccc(Oc3cccc(N)c3)c2s1.Cc1ccoc1C(=O)O. (2) Given the product CC1(C)O[C@H](c2ccc(-c3ccc(CN4CCCC45COC5)nc3)cc2)[C@@H](CF)N1C(=O)C(F)F, predict the reactants needed to synthesize it. The reactants are: C1CNC2(C1)COC2.CC1(C)O[C@H](c2ccc(-c3ccc(CCl)nc3)cc2)[C@@H](CF)N1C(=O)C(F)F. (3) Given the product CCC1(C(=O)O)CCN(C(=O)OC(C)(C)C)CC1, predict the reactants needed to synthesize it. The reactants are: CCOC(=O)C1(CC)CCN(C(=O)OC(C)(C)C)CC1. (4) Given the product O=C(Cc1ccc(Cl)cc1)Nn1nc(-c2ccccc2)c2cc(F)ccc2c1=O, predict the reactants needed to synthesize it. The reactants are: Nn1nc(-c2ccccc2)c2cc(F)ccc2c1=O.O=C(O)Cc1ccc(Cl)cc1. (5) The reactants are: COC(=O)NN.Cc1[nH]c(-c2cccc(C(F)(F)F)c2)nc1C=O. Given the product COC(=O)NN=Cc1nc(-c2cccc(C(F)(F)F)c2)[nH]c1C, predict the reactants needed to synthesize it.